Dataset: Full USPTO retrosynthesis dataset with 1.9M reactions from patents (1976-2016). Task: Predict the reactants needed to synthesize the given product. (1) Given the product [CH3:12][O:13][C:14]1[CH:19]=[CH:18][CH:17]=[CH:16][C:15]=1[NH:20][C:21]1[S:22][CH:3]=[C:4]([C:6]2[CH:11]=[CH:10][N:9]=[CH:8][CH:7]=2)[N:23]=1, predict the reactants needed to synthesize it. The reactants are: Br.Br[CH2:3][C:4]([C:6]1[CH:11]=[CH:10][N:9]=[CH:8][CH:7]=1)=O.[CH3:12][O:13][C:14]1[CH:19]=[CH:18][CH:17]=[CH:16][C:15]=1[NH:20][C:21]([NH2:23])=[S:22].N. (2) Given the product [C:1]([NH:4][C:5]([CH2:16][CH2:17][C:18]1[CH:23]=[CH:22][C:21]([S:24][C:25]2[CH:26]=[CH:27][CH:28]=[CH:29][CH:30]=2)=[CH:20][CH:19]=1)([C:11]([O:13][CH2:14][CH3:15])=[O:12])[C:6]([O:8][CH2:9][CH3:10])=[O:7])(=[O:3])[CH3:2], predict the reactants needed to synthesize it. The reactants are: [C:1]([NH:4][C:5]([CH2:16][C:17](=O)[C:18]1[CH:23]=[CH:22][C:21]([S:24][C:25]2[CH:30]=[CH:29][CH:28]=[CH:27][CH:26]=2)=[CH:20][CH:19]=1)([C:11]([O:13][CH2:14][CH3:15])=[O:12])[C:6]([O:8][CH2:9][CH3:10])=[O:7])(=[O:3])[CH3:2].[SiH](CC)(CC)CC. (3) Given the product [N+:1]([C:4]1[CH:9]=[CH:8][N:7]=[C:6]([N:11]2[CH:15]=[N:14][CH:13]=[N:12]2)[CH:5]=1)([O-:3])=[O:2], predict the reactants needed to synthesize it. The reactants are: [N+:1]([C:4]1[CH:9]=[CH:8][N+:7]([O-])=[C:6]([N:11]2[CH:15]=[N:14][CH:13]=[N:12]2)[CH:5]=1)([O-:3])=[O:2].P(Cl)(OCC)OCC.[OH-].[Na+].